This data is from Forward reaction prediction with 1.9M reactions from USPTO patents (1976-2016). The task is: Predict the product of the given reaction. (1) Given the reactants [F:1][C:2]1[CH:7]=[C:6](I)[CH:5]=[CH:4][C:3]=1[N:9]1[CH:14]=[C:13]([O:15][CH3:16])[C:12](=[O:17])[C:11]([C:18]2[N:22]([C:23]3[CH:28]=[CH:27][CH:26]=[CH:25][CH:24]=3)[N:21]=[CH:20][CH:19]=2)=[N:10]1.[NH:29]1[CH:33]=[CH:32][CH:31]=[N:30]1.C(=NO)C1C(=CC=CC=1)O.C([O-])([O-])=O.[Cs+].[Cs+], predict the reaction product. The product is: [F:1][C:2]1[CH:7]=[C:6]([N:29]2[CH:33]=[CH:32][CH:31]=[N:30]2)[CH:5]=[CH:4][C:3]=1[N:9]1[CH:14]=[C:13]([O:15][CH3:16])[C:12](=[O:17])[C:11]([C:18]2[N:22]([C:23]3[CH:28]=[CH:27][CH:26]=[CH:25][CH:24]=3)[N:21]=[CH:20][CH:19]=2)=[N:10]1. (2) Given the reactants CCN(C(C)C)C(C)C.CN(C(ON1N=N[C:20]2[CH:21]=[CH:22][CH:23]=[N:24][C:19]1=2)=[N+](C)C)C.F[P-](F)(F)(F)(F)F.[C:34]([N:42]1CCCCC1)(=[O:41])C1C=CC=CC=1.C(Cl)Cl, predict the reaction product. The product is: [N:24]1([C:34]([NH2:42])=[O:41])[CH2:19][CH2:20][CH2:21][CH2:22][CH2:23]1. (3) Given the reactants [OH:1][CH:2]([C:11]1[CH:16]=[CH:15][CH:14]=[CH:13][CH:12]=1)[C:3]1[C:8]([OH:9])=[CH:7][CH:6]=[C:5]([CH3:10])[N:4]=1.ClCCl, predict the reaction product. The product is: [OH:9][C:8]1[C:3]([C:2]([C:11]2[CH:12]=[CH:13][CH:14]=[CH:15][CH:16]=2)=[O:1])=[N:4][C:5]([CH3:10])=[CH:6][CH:7]=1. (4) Given the reactants Cl.[CH:2]12[NH:9][CH:6]([CH2:7][CH2:8]1)[CH2:5][C:4](=[O:10])[CH2:3]2.Cl[C:12]1[N:17]=[CH:16][CH:15]=[CH:14][N:13]=1.C([O-])(O)=O.[Na+], predict the reaction product. The product is: [N:13]1[CH:14]=[CH:15][CH:16]=[N:17][C:12]=1[N:9]1[CH:6]2[CH2:7][CH2:8][CH:2]1[CH2:3][C:4](=[O:10])[CH2:5]2.